Predict the reactants needed to synthesize the given product. From a dataset of Full USPTO retrosynthesis dataset with 1.9M reactions from patents (1976-2016). (1) Given the product [Cl:26][C:27]1[N:32]=[C:31]([N:17]2[CH2:16][CH2:15][C:14]([C:11]3[CH:12]=[CH:13][C:8]([F:7])=[CH:9][CH:10]=3)=[CH:19][CH2:18]2)[N:30]=[CH:29][N:28]=1, predict the reactants needed to synthesize it. The reactants are: O1CCCC1.Cl.[F:7][C:8]1[CH:13]=[CH:12][C:11]([C:14]2[CH2:15][CH2:16][NH:17][CH2:18][CH:19]=2)=[CH:10][CH:9]=1.C(=O)([O-])[O-].[Na+].[Na+].[Cl:26][C:27]1[N:32]=[C:31](Cl)[N:30]=[CH:29][N:28]=1. (2) The reactants are: [NH2:1][CH2:2][C:3]1[CH:4]=[N:5][C:6]([O:9][CH2:10][C:11](=[O:18])NCC(C)(C)C)=[CH:7][CH:8]=1.CC(C)(C)CN[C:23](COC1N=CC(C#N)=CC=1)=[O:24]. Given the product [CH3:23][O:24][C:11]([CH2:10][O:9][C:6]1[N:5]=[CH:4][C:3]([C:2]#[N:1])=[CH:8][CH:7]=1)=[O:18], predict the reactants needed to synthesize it. (3) Given the product [Cl:1][C:2]1[C:3]([CH:9]([S:36][C:33]2[CH:34]=[N:35][C:30]([Cl:29])=[CH:31][CH:32]=2)[C:11]2[CH:16]=[CH:15][N:14]=[CH:13][CH:12]=2)=[N:4][C:5]([Cl:8])=[CH:6][CH:7]=1, predict the reactants needed to synthesize it. The reactants are: [Cl:1][C:2]1[C:3]([CH:9]([C:11]2[CH:16]=[CH:15][N:14]=[CH:13][CH:12]=2)O)=[N:4][C:5]([Cl:8])=[CH:6][CH:7]=1.C(N(CC)CC)C.CS(Cl)(=O)=O.[Cl:29][C:30]1[N:35]=[CH:34][C:33]([SH:36])=[CH:32][CH:31]=1.C(=O)([O-])[O-].[K+].[K+]. (4) Given the product [NH2:12][C:11]1[O:36][C:34]2[N:33]([CH3:37])[N:32]=[C:31]([C:25]3[CH:26]=[CH:27][C:28]([O:29][CH3:30])=[C:23]([O:22][CH3:21])[CH:24]=3)[C:35]=2[CH:1]([C:2]2[CH:7]=[CH:6][CH:5]=[CH:4][CH:3]=2)[C:10]=1[C:9]#[N:13], predict the reactants needed to synthesize it. The reactants are: [CH:1](=O)[C:2]1[CH:7]=[CH:6][CH:5]=[CH:4][CH:3]=1.[C:9](#[N:13])[CH2:10][C:11]#[N:12].C(N(CC)CC)C.[CH3:21][O:22][C:23]1[CH:24]=[C:25]([C:31]2[CH2:35][C:34](=[O:36])[N:33]([CH3:37])[N:32]=2)[CH:26]=[CH:27][C:28]=1[O:29][CH3:30]. (5) Given the product [Cl:1][C:2]1[CH:9]=[CH:8][C:5]([C:6]#[N:7])=[C:4]([O:11][CH2:12][CH3:13])[CH:3]=1, predict the reactants needed to synthesize it. The reactants are: [Cl:1][C:2]1[CH:9]=[CH:8][C:5]([C:6]#[N:7])=[C:4](F)[CH:3]=1.[O-:11][CH2:12][CH3:13].[Na+]. (6) Given the product [CH2:1]([O:3][C:4](=[O:23])[NH:5][C:6]1[CH:11]=[CH:10][CH:9]=[C:8]([CH2:12][N:13]2[C:18](=[O:19])[CH:17]=[CH:16][C:15]([C:20]3[S:22][CH:26]=[C:27]([C:29]4[CH:34]=[CH:33][N:32]=[CH:31][CH:30]=4)[N:21]=3)=[N:14]2)[CH:7]=1)[CH3:2], predict the reactants needed to synthesize it. The reactants are: [CH2:1]([O:3][C:4](=[O:23])[NH:5][C:6]1[CH:11]=[CH:10][CH:9]=[C:8]([CH2:12][N:13]2[C:18](=[O:19])[CH:17]=[CH:16][C:15]([C:20](=[S:22])[NH2:21])=[N:14]2)[CH:7]=1)[CH3:2].Br.Br[CH2:26][C:27]([C:29]1[CH:34]=[CH:33][N:32]=[CH:31][CH:30]=1)=O.